Dataset: CYP2C9 inhibition data for predicting drug metabolism from PubChem BioAssay. Task: Regression/Classification. Given a drug SMILES string, predict its absorption, distribution, metabolism, or excretion properties. Task type varies by dataset: regression for continuous measurements (e.g., permeability, clearance, half-life) or binary classification for categorical outcomes (e.g., BBB penetration, CYP inhibition). Dataset: cyp2c9_veith. The drug is COCCn1c(=O)c(-c2ccc(F)cc2)nc2cnc(Oc3cccc(Cl)c3)nc21. The result is 1 (inhibitor).